Predict the reactants needed to synthesize the given product. From a dataset of Full USPTO retrosynthesis dataset with 1.9M reactions from patents (1976-2016). (1) Given the product [CH2:12]([O:11][C:9]([N:6]1[CH2:7][CH2:8][N:3]([C:2]2[N:1]=[C:16]([C:17]3[CH:22]=[CH:21][CH:20]=[C:19]([Cl:23])[CH:18]=3)[O:15][N:14]=2)[CH2:4][CH2:5]1)=[O:10])[CH3:13], predict the reactants needed to synthesize it. The reactants are: [NH2:1][C:2](=[N:14][O:15][C:16](=O)[C:17]1[CH:22]=[CH:21][CH:20]=[C:19]([Cl:23])[CH:18]=1)[N:3]1[CH2:8][CH2:7][N:6]([C:9]([O:11][CH2:12][CH3:13])=[O:10])[CH2:5][CH2:4]1.CCCC[N+](CCCC)(CCCC)CCCC.[F-]. (2) Given the product [CH:16]1([CH2:15][O:14][C:7]2[CH:8]=[CH:9][C:10]([C:12]([OH:21])=[O:13])=[CH:11][C:6]=2[O:5][S:2]([CH3:1])(=[O:4])=[O:3])[CH2:17][CH2:18]1, predict the reactants needed to synthesize it. The reactants are: [CH3:1][S:2]([O:5][C:6]1[CH:11]=[C:10]([CH:12]=[O:13])[CH:9]=[CH:8][C:7]=1[O:14][CH2:15][CH:16]1[CH2:18][CH2:17]1)(=[O:4])=[O:3].S(=O)(=O)([OH:21])N.Cl([O-])=O.[Na+]. (3) The reactants are: [CH3:1][C:2]1[O:3][C:4]([C:13]2[CH:14]=[CH:15][C:16]([NH:19][NH:20][C:21](=O)[CH:22]([CH3:24])[CH3:23])=[N:17][CH:18]=2)=[C:5]([C:7]2[CH:12]=[CH:11][CH:10]=[CH:9][CH:8]=2)[N:6]=1.O.[OH-].[Na+]. Given the product [CH:22]([C:21]1[N:17]2[CH:18]=[C:13]([C:4]3[O:3][C:2]([CH3:1])=[N:6][C:5]=3[C:7]3[CH:12]=[CH:11][CH:10]=[CH:9][CH:8]=3)[CH:14]=[CH:15][C:16]2=[N:19][N:20]=1)([CH3:24])[CH3:23], predict the reactants needed to synthesize it. (4) Given the product [F:20][C:16]1[CH:15]=[C:14]2[C:19]([C:11]([C:9]3[CH:8]=[N:7][N:6]([CH2:5][C:3]([O:28][CH3:27])=[O:26])[CH:10]=3)=[CH:12][NH:13]2)=[CH:18][CH:17]=1, predict the reactants needed to synthesize it. The reactants are: N1C[CH:3]([CH2:5][N:6]2[CH:10]=[C:9]([C:11]3[C:19]4[C:14](=[CH:15][C:16]([F:20])=[CH:17][CH:18]=4)[NH:13][CH:12]=3)[CH:8]=[N:7]2)C1.S(=O)(=O)(O)O.[OH2:26].[CH3:27][OH:28]. (5) Given the product [O:12]=[C:5]([CH:6]1[CH2:7][CH2:8][O:9][CH2:10][CH2:11]1)[C:4]([OH:16])=[O:3], predict the reactants needed to synthesize it. The reactants are: C([O:3][C:4](=[O:16])[C:5]([O:12]C(=O)C)=[C:6]1[CH2:11][CH2:10][O:9][CH2:8][CH2:7]1)C.[OH-].[Na+].C(O)C.O.Cl. (6) Given the product [Cl:1][C:2]1[CH:23]=[C:22]([Cl:24])[CH:21]=[CH:20][C:3]=1[O:4][CH2:5][C:6]1[CH:7]=[C:8]([CH2:16][CH2:17][CH2:18][O:19][C:26]2[CH:30]=[C:29]([CH2:31][CH2:32][C:33]([OH:35])=[O:34])[N:28]([C:38]3[CH:43]=[CH:42][CH:41]=[CH:40][CH:39]=3)[N:27]=2)[CH:9]=[C:10]([O:12][CH:13]([CH3:15])[CH3:14])[CH:11]=1, predict the reactants needed to synthesize it. The reactants are: [Cl:1][C:2]1[CH:23]=[C:22]([Cl:24])[CH:21]=[CH:20][C:3]=1[O:4][CH2:5][C:6]1[CH:7]=[C:8]([CH2:16][CH2:17][CH2:18][OH:19])[CH:9]=[C:10]([O:12][CH:13]([CH3:15])[CH3:14])[CH:11]=1.O[C:26]1[CH:30]=[C:29]([CH2:31][CH2:32][C:33]([O:35]CC)=[O:34])[N:28]([C:38]2[CH:43]=[CH:42][CH:41]=[CH:40][CH:39]=2)[N:27]=1.C(P(CCCC)CCCC)CCC.N(C(N1CCCCC1)=O)=NC(N1CCCCC1)=O.O1CCCC1CCO.[OH-].[Na+].Cl.